From a dataset of Full USPTO retrosynthesis dataset with 1.9M reactions from patents (1976-2016). Predict the reactants needed to synthesize the given product. (1) The reactants are: [NH2:1][C:2]1[C:10]2[C:9]([C:11]3[CH:16]=[C:15]([O:17][CH3:18])[CH:14]=[CH:13][N:12]=3)=[N:8][C:7]([S:19][CH3:20])=[N:6][C:5]=2[S:4][C:3]=1[C:21]([NH2:23])=[O:22].ClC1C=C(C=CC=1)C(OO)=[O:29]. Given the product [NH2:1][C:2]1[C:10]2[C:9]([C:11]3[CH:16]=[C:15]([O:17][CH3:18])[CH:14]=[CH:13][N:12]=3)=[N:8][C:7]([S:19]([CH3:20])=[O:29])=[N:6][C:5]=2[S:4][C:3]=1[C:21]([NH2:23])=[O:22], predict the reactants needed to synthesize it. (2) The reactants are: [Br:1][C:2]1[CH:3]=[C:4]([CH2:10][CH2:11][C:12]([O:14][CH3:15])=[O:13])[CH:5]=[CH:6][C:7]=1[O:8][CH3:9].[N+:16]([O-])([O-:18])=[O:17].[K+].S(=O)(=O)(O)O.[OH-].[Na+]. Given the product [Br:1][C:2]1[CH:3]=[C:4]([CH2:10][CH2:11][C:12]([O:14][CH3:15])=[O:13])[CH:5]=[C:6]([N+:16]([O-:18])=[O:17])[C:7]=1[O:8][CH3:9], predict the reactants needed to synthesize it. (3) Given the product [Cl:17][C:7]1[C:6]2[C:11](=[C:2]([Cl:1])[CH:3]=[CH:4][CH:5]=2)[N:10]=[C:9]([CH3:12])[C:8]=1[CH3:13], predict the reactants needed to synthesize it. The reactants are: [Cl:1][C:2]1[CH:3]=[CH:4][CH:5]=[C:6]2[C:11]=1[N:10]=[C:9]([CH3:12])[C:8]([CH3:13])=[C:7]2O.P(Cl)(Cl)([Cl:17])=O. (4) Given the product [CH3:20][O:19][C:15]1[CH:14]=[C:13]([CH:18]=[CH:17][CH:16]=1)[O:12][CH2:11][CH2:10][N:6]1[CH:5]=[C:4]([N+:1]([O-:3])=[O:2])[CH:8]=[N:7]1, predict the reactants needed to synthesize it. The reactants are: [N+:1]([C:4]1[CH:5]=[N:6][NH:7][CH:8]=1)([O-:3])=[O:2].Br[CH2:10][CH2:11][O:12][C:13]1[CH:18]=[CH:17][CH:16]=[C:15]([O:19][CH3:20])[CH:14]=1.C([O-])([O-])=O.[Cs+].[Cs+]. (5) Given the product [Cl:8][C:7]1[C:2]([C:14]([C:12]#[N:13])([CH3:20])[C:15]([O:17][CH2:18][CH3:19])=[O:16])=[N:3][CH:4]=[C:5]([N+:9]([O-:11])=[O:10])[CH:6]=1, predict the reactants needed to synthesize it. The reactants are: Cl[C:2]1[C:7]([Cl:8])=[CH:6][C:5]([N+:9]([O-:11])=[O:10])=[CH:4][N:3]=1.[C:12]([CH:14]([CH3:20])[C:15]([O:17][CH2:18][CH3:19])=[O:16])#[N:13].C(=O)([O-])[O-].[K+].[K+].O. (6) Given the product [NH2:28][C@@H:29]([C:35]([NH:1][CH2:2][C:3]([OH:5])=[O:4])=[O:36])[CH2:30][CH2:31][CH2:32][CH2:33][NH:34][C:10]([C:22]1[CH:17]=[CH:18][CH:19]=[CH:20][CH:21]=1)=[O:46], predict the reactants needed to synthesize it. The reactants are: [NH2:1][CH2:2][C:3]([OH:5])=[O:4].C(NCC(O)=O)(OC[CH:10]1[C:22]2[C:17](=[CH:18][CH:19]=[CH:20][CH:21]=2)C2C1=CC=CC=2)=O.[NH2:28][C@H:29]([C:35](O)=[O:36])[CH2:30][CH2:31][CH2:32][CH2:33][NH2:34].N(C(OC(C)(C)C)=O)[C@@H](C(O)=O)CCCCNC(OCC1C2C(=CC=CC=2)C2C1=CC=CC=2)=[O:46].